Dataset: Reaction yield outcomes from USPTO patents with 853,638 reactions. Task: Predict the reaction yield, written as a fraction of the theoretical maximum amount of product (1.0 means a 100% yield; for example, 0.34 means a 34% yield). (1) The catalyst is CO. The reactants are [CH3:1][C:2]1([CH3:11])[O:6][C@@H:5]([CH:7]=O)[C:4]([CH3:10])([CH3:9])[O:3]1.[OH2:12].Cl.[NH2:14]O.C([O-])([O-])=O.[Na+].[Na+]. The yield is 0.740. The product is [CH3:1][C:2]1([CH3:11])[O:6][C@@H:5]([CH:7]=[N:14][OH:12])[C:4]([CH3:10])([CH3:9])[O:3]1. (2) The reactants are [C:1]1([CH3:26])[CH:6]=[CH:5][CH:4]=[CH:3][C:2]=1[C:7]1[CH:8]=[C:9]([N:17]2[CH2:22][CH2:21][N:20](C(O)=O)[CH2:19][CH2:18]2)[N:10]=[N:11][C:12]=1[C:13]([F:16])([F:15])[F:14]. The catalyst is CO. The product is [N:17]1([C:9]2[N:10]=[N:11][C:12]([C:13]([F:15])([F:14])[F:16])=[C:7]([C:2]3[CH:3]=[CH:4][CH:5]=[CH:6][C:1]=3[CH3:26])[CH:8]=2)[CH2:18][CH2:19][NH:20][CH2:21][CH2:22]1. The yield is 0.500. (3) The reactants are [CH3:1][O:2][CH2:3][C:4]1([CH2:7][S:8]([C:11]2[CH:16]=[CH:15][C:14]([C:17]3[CH:22]=[CH:21][C:20]([C:23]([CH3:30])([CH3:29])[C:24]([O:26]CC)=[O:25])=[CH:19][CH:18]=3)=[CH:13][CH:12]=2)(=[O:10])=[O:9])[CH2:6][CH2:5]1.O.[OH-].[Li+]. The catalyst is O1CCCC1.C(O)C.O. The product is [CH3:1][O:2][CH2:3][C:4]1([CH2:7][S:8]([C:11]2[CH:16]=[CH:15][C:14]([C:17]3[CH:18]=[CH:19][C:20]([C:23]([CH3:30])([CH3:29])[C:24]([OH:26])=[O:25])=[CH:21][CH:22]=3)=[CH:13][CH:12]=2)(=[O:9])=[O:10])[CH2:6][CH2:5]1. The yield is 0.880. (4) The reactants are CC([O-])(C)C.[K+].[CH:7]([O:9][CH3:10])=[O:8].[N:11]1[CH:16]=[C:15]([CH2:17][CH2:18][C:19](OC)=[O:20])[CH:14]=[N:13][CH:12]=1. The catalyst is C1COCC1. The product is [CH:19]([CH:18]([CH2:17][C:15]1[CH:16]=[N:11][CH:12]=[N:13][CH:14]=1)[C:7]([O:9][CH3:10])=[O:8])=[O:20]. The yield is 0.574. (5) The reactants are [OH:1]O.[Cl:3][C:4]1[CH:5]=[C:6]([CH:22]=[CH:23][C:24]=1[Cl:25])[CH2:7][NH:8][C:9]1[C:18]2[C:13](=[C:14]([S:19][CH3:20])[CH:15]=[CH:16][CH:17]=2)[N:12]=[C:11]([CH3:21])[CH:10]=1. The catalyst is C(O)(=O)C. The product is [Cl:3][C:4]1[CH:5]=[C:6]([CH:22]=[CH:23][C:24]=1[Cl:25])[CH2:7][NH:8][C:9]1[C:18]2[C:13](=[C:14]([S:19]([CH3:20])=[O:1])[CH:15]=[CH:16][CH:17]=2)[N:12]=[C:11]([CH3:21])[CH:10]=1. The yield is 0.350. (6) The reactants are [F:1][C:2]([F:37])([F:36])[C:3]1[CH:4]=[C:5]([C:13]2([C:22]3[CH:27]=[C:26]([C:28]([F:31])([F:30])[F:29])[CH:25]=[C:24]([C:32]([F:35])([F:34])[F:33])[CH:23]=3)[O:17]C(=O)[N:15]3[CH2:19][CH2:20][CH2:21][C@H:14]23)[CH:6]=[C:7]([C:9]([F:12])([F:11])[F:10])[CH:8]=1.CO.[OH-].[K+]. No catalyst specified. The product is [F:11][C:9]([F:10])([F:12])[C:7]1[CH:6]=[C:5]([C:13]([C:22]2[CH:27]=[C:26]([C:28]([F:29])([F:30])[F:31])[CH:25]=[C:24]([C:32]([F:35])([F:34])[F:33])[CH:23]=2)([C@H:14]2[CH2:21][CH2:20][CH2:19][NH:15]2)[OH:17])[CH:4]=[C:3]([C:2]([F:37])([F:36])[F:1])[CH:8]=1. The yield is 0.790. (7) The reactants are [Br:1][C:2]1[CH:14]=[CH:13][C:12]2[C:11]3[C:6](=[CH:7][C:8]([Br:15])=[CH:9][CH:10]=3)[CH2:5][C:4]=2[CH:3]=1.[C:16]([O:20][CH3:21])(=[O:19])[CH:17]=[CH2:18].[OH-:22].[Na+]. The yield is 0.800. The product is [Br:1][C:2]1[CH:14]=[CH:13][C:12]2[C:11]3[C:6](=[CH:7][C:8]([Br:15])=[CH:9][CH:10]=3)[C:5]([CH2:18][CH2:17][C:16]([O:20][CH3:21])=[O:22])([CH2:18][CH2:17][C:16]([O:20][CH3:21])=[O:19])[C:4]=2[CH:3]=1. The catalyst is C1(C)C=CC=CC=1. (8) The reactants are [CH3:1][C:2]1[NH:3][C:4]([C:12]2[CH:16]=[CH:15][S:14][CH:13]=2)=[CH:5][C:6]=1[C:7]([O:9][CH2:10][CH3:11])=[O:8].[H-].[Na+].[C:19]1([S:25](Cl)(=[O:27])=[O:26])[CH:24]=[CH:23][CH:22]=[CH:21][CH:20]=1. No catalyst specified. The product is [CH3:1][C:2]1[N:3]([S:25]([C:19]2[CH:24]=[CH:23][CH:22]=[CH:21][CH:20]=2)(=[O:27])=[O:26])[C:4]([C:12]2[CH:16]=[CH:15][S:14][CH:13]=2)=[CH:5][C:6]=1[C:7]([O:9][CH2:10][CH3:11])=[O:8]. The yield is 0.400. (9) The reactants are [CH3:1][O:2][C:3]1[CH:15]=[C:14]([O:16][CH3:17])[CH:13]=[CH:12][C:4]=1[CH2:5][NH:6][C:7]1[S:8][CH:9]=[N:10][N:11]=1.C[Si](C)(C)[N-][Si](C)(C)C.[Li+].[Cl:28][C:29]1[C:30]([F:40])=[CH:31][C:32]([F:39])=[C:33]([S:35](Cl)(=[O:37])=[O:36])[CH:34]=1.[Cl-].[NH4+]. The catalyst is O1CCCC1. The product is [Cl:28][C:29]1[C:30]([F:40])=[CH:31][C:32]([F:39])=[C:33]([S:35]([N:6]([CH2:5][C:4]2[CH:12]=[CH:13][C:14]([O:16][CH3:17])=[CH:15][C:3]=2[O:2][CH3:1])[C:7]2[S:8][CH:9]=[N:10][N:11]=2)(=[O:37])=[O:36])[CH:34]=1. The yield is 0.730. (10) The reactants are [OH:1][CH:2]1[CH2:7][CH2:6][NH:5][CH2:4][CH2:3]1.C(N(CC)CC)C.[C:15](O[C:15]([O:17][C:18]([CH3:21])([CH3:20])[CH3:19])=[O:16])([O:17][C:18]([CH3:21])([CH3:20])[CH3:19])=[O:16].[CH3:30][S:31](Cl)(=[O:33])=[O:32]. The catalyst is ClCCl.C(OCC)(=O)C.CCCCCC. The product is [CH3:30][S:31]([O:1][CH:2]1[CH2:7][CH2:6][N:5]([C:15]([O:17][C:18]([CH3:21])([CH3:20])[CH3:19])=[O:16])[CH2:4][CH2:3]1)(=[O:33])=[O:32]. The yield is 0.660.